This data is from NCI-60 drug combinations with 297,098 pairs across 59 cell lines. The task is: Regression. Given two drug SMILES strings and cell line genomic features, predict the synergy score measuring deviation from expected non-interaction effect. (1) Synergy scores: CSS=6.50, Synergy_ZIP=-2.86, Synergy_Bliss=0.620, Synergy_Loewe=-14.8, Synergy_HSA=-6.78. Drug 1: C1=CC(=CC=C1CCC2=CNC3=C2C(=O)NC(=N3)N)C(=O)NC(CCC(=O)O)C(=O)O. Cell line: KM12. Drug 2: C1CC(=O)NC(=O)C1N2C(=O)C3=CC=CC=C3C2=O. (2) Drug 1: CC1=CC2C(CCC3(C2CCC3(C(=O)C)OC(=O)C)C)C4(C1=CC(=O)CC4)C. Drug 2: CC(C)(C#N)C1=CC(=CC(=C1)CN2C=NC=N2)C(C)(C)C#N. Cell line: SK-MEL-5. Synergy scores: CSS=2.59, Synergy_ZIP=0.760, Synergy_Bliss=-1.41, Synergy_Loewe=-0.381, Synergy_HSA=-0.980. (3) Drug 1: C1=NC2=C(N=C(N=C2N1C3C(C(C(O3)CO)O)F)Cl)N. Drug 2: CCC1(C2=C(COC1=O)C(=O)N3CC4=CC5=C(C=CC(=C5CN(C)C)O)N=C4C3=C2)O.Cl. Cell line: SK-MEL-28. Synergy scores: CSS=37.5, Synergy_ZIP=-9.50, Synergy_Bliss=-4.64, Synergy_Loewe=-1.42, Synergy_HSA=-0.0677. (4) Cell line: RPMI-8226. Synergy scores: CSS=24.7, Synergy_ZIP=-4.66, Synergy_Bliss=0.556, Synergy_Loewe=-2.39, Synergy_HSA=-1.17. Drug 2: C1=NC2=C(N=C(N=C2N1C3C(C(C(O3)CO)O)F)Cl)N. Drug 1: C1C(C(OC1N2C=NC3=C(N=C(N=C32)Cl)N)CO)O. (5) Drug 1: C1=CC(=CC=C1CCCC(=O)O)N(CCCl)CCCl. Drug 2: C#CCC(CC1=CN=C2C(=N1)C(=NC(=N2)N)N)C3=CC=C(C=C3)C(=O)NC(CCC(=O)O)C(=O)O. Cell line: T-47D. Synergy scores: CSS=25.4, Synergy_ZIP=-7.53, Synergy_Bliss=-4.30, Synergy_Loewe=-3.27, Synergy_HSA=-3.38. (6) Drug 1: C1=CC(=CC=C1CC(C(=O)O)N)N(CCCl)CCCl.Cl. Drug 2: C1CN(CCN1C(=O)CCBr)C(=O)CCBr. Cell line: DU-145. Synergy scores: CSS=36.1, Synergy_ZIP=2.37, Synergy_Bliss=7.16, Synergy_Loewe=-4.44, Synergy_HSA=5.47. (7) Drug 2: CCN(CC)CCNC(=O)C1=C(NC(=C1C)C=C2C3=C(C=CC(=C3)F)NC2=O)C. Drug 1: C1=CN(C(=O)N=C1N)C2C(C(C(O2)CO)O)O.Cl. Synergy scores: CSS=75.5, Synergy_ZIP=1.79, Synergy_Bliss=1.35, Synergy_Loewe=-12.8, Synergy_HSA=2.11. Cell line: MOLT-4.